This data is from NCI-60 drug combinations with 297,098 pairs across 59 cell lines. The task is: Regression. Given two drug SMILES strings and cell line genomic features, predict the synergy score measuring deviation from expected non-interaction effect. Drug 1: C1CCC(CC1)NC(=O)N(CCCl)N=O. Drug 2: CC1C(C(CC(O1)OC2CC(CC3=C2C(=C4C(=C3O)C(=O)C5=CC=CC=C5C4=O)O)(C(=O)C)O)N)O. Cell line: NCI-H460. Synergy scores: CSS=38.3, Synergy_ZIP=0.727, Synergy_Bliss=-1.26, Synergy_Loewe=-6.56, Synergy_HSA=0.171.